This data is from NCI-60 drug combinations with 297,098 pairs across 59 cell lines. The task is: Regression. Given two drug SMILES strings and cell line genomic features, predict the synergy score measuring deviation from expected non-interaction effect. Drug 1: CC(CN1CC(=O)NC(=O)C1)N2CC(=O)NC(=O)C2. Drug 2: C1=CN(C=N1)CC(O)(P(=O)(O)O)P(=O)(O)O. Cell line: HS 578T. Synergy scores: CSS=11.7, Synergy_ZIP=-7.54, Synergy_Bliss=-6.72, Synergy_Loewe=-5.74, Synergy_HSA=-5.35.